From a dataset of Forward reaction prediction with 1.9M reactions from USPTO patents (1976-2016). Predict the product of the given reaction. Given the reactants [Br:1][C:2]1[CH:3]=[C:4]([NH:13]C(C2C=CC=CC=2)C=C)[C:5]2[N:9]=[C:8]([CH3:10])[N:7]([CH3:11])[C:6]=2[CH:12]=1.O.[C:24]1([CH3:34])[CH:29]=[CH:28][C:27](S(O)(=O)=O)=[CH:26][CH:25]=1.C(=O)([O-])O.[Na+].O.[C:41]1(C)C=CC=C[CH:42]=1, predict the reaction product. The product is: [Br:1][C:2]1[C:3]([CH2:41][CH:42]=[CH:34][C:24]2[CH:29]=[CH:28][CH:27]=[CH:26][CH:25]=2)=[C:4]([NH2:13])[C:5]2[N:9]=[C:8]([CH3:10])[N:7]([CH3:11])[C:6]=2[CH:12]=1.